The task is: Predict the reactants needed to synthesize the given product.. This data is from Full USPTO retrosynthesis dataset with 1.9M reactions from patents (1976-2016). (1) Given the product [C:35]([O:34][C:32]([N:29]1[CH2:30][CH2:31][CH:26]([C:24]2[N:1]([CH:4]3[CH2:23][N:8]4[C:9]5[C:14]([C:15]([CH2:16][C:17]([OH:19])=[O:18])=[C:7]4[CH2:6][CH2:5]3)=[CH:13][CH:12]=[CH:11][CH:10]=5)[N:2]=[N:3][CH:25]=2)[CH2:27][CH2:28]1)=[O:33])([CH3:38])([CH3:37])[CH3:36], predict the reactants needed to synthesize it. The reactants are: [N:1]([CH:4]1[CH2:23][N:8]2[C:9]3[C:14]([C:15]([CH2:16][C:17]([O:19]CCC)=[O:18])=[C:7]2[CH2:6][CH2:5]1)=[CH:13][CH:12]=[CH:11][CH:10]=3)=[N+:2]=[N-:3].[C:24]([CH:26]1[CH2:31][CH2:30][N:29]([C:32]([O:34][C:35]([CH3:38])([CH3:37])[CH3:36])=[O:33])[CH2:28][CH2:27]1)#[CH:25]. (2) Given the product [OH:19][CH:12]1[C:5]2[C:6]3[C:11](=[CH:10][CH:9]=[CH:8][CH:7]=3)[C:2](=[O:1])[NH:3][C:4]=2[C:18]2[CH:17]=[CH:16][CH:15]=[CH:14][C:13]1=2, predict the reactants needed to synthesize it. The reactants are: [O:1]=[C:2]1[C:11]2[C:6](=[CH:7][CH:8]=[CH:9][CH:10]=2)[C:5]2[C:12](=[O:19])[C:13]3[CH:14]=[CH:15][CH:16]=[CH:17][C:18]=3[C:4]=2[NH:3]1.[BH4-].[Na+]. (3) Given the product [O:34]1[CH2:35][CH2:36][N:31]([C:2]2[N:7]=[C:6]([N:8]3[CH2:12][CH2:11][CH2:10][CH:9]3[C:13]3[O:17][N:16]=[C:15]([C:18]4[CH:23]=[CH:22][CH:21]=[CH:20][N:19]=4)[CH:14]=3)[N:5]=[C:4]([NH:24][C:25]3[CH:29]=[C:28]([CH3:30])[NH:27][N:26]=3)[CH:3]=2)[CH2:32][CH2:33]1, predict the reactants needed to synthesize it. The reactants are: Cl[C:2]1[N:7]=[C:6]([N:8]2[CH2:12][CH2:11][CH2:10][CH:9]2[C:13]2[O:17][N:16]=[C:15]([C:18]3[CH:23]=[CH:22][CH:21]=[CH:20][N:19]=3)[CH:14]=2)[N:5]=[C:4]([NH:24][C:25]2[CH:29]=[C:28]([CH3:30])[NH:27][N:26]=2)[CH:3]=1.[NH:31]1[CH2:36][CH2:35][O:34][CH2:33][CH2:32]1.